This data is from Catalyst prediction with 721,799 reactions and 888 catalyst types from USPTO. The task is: Predict which catalyst facilitates the given reaction. (1) Reactant: [Cl:1][C:2]1[CH:3]=[CH:4][C:5]([NH:8][C:9](=[O:15])[O:10][C:11]([CH3:14])([CH3:13])[CH3:12])=[N:6][CH:7]=1.C([Li])(CC)C.[CH3:21][O:22][C:23]1[C:30]([O:31][CH3:32])=[CH:29][CH:28]=[CH:27][C:24]=1[CH:25]=[O:26].[Cl-].[NH4+]. Product: [Cl:1][C:2]1[CH:3]=[C:4]([CH:25]([C:24]2[CH:27]=[CH:28][CH:29]=[C:30]([O:31][CH3:32])[C:23]=2[O:22][CH3:21])[OH:26])[C:5]([NH:8][C:9](=[O:15])[O:10][C:11]([CH3:12])([CH3:14])[CH3:13])=[N:6][CH:7]=1. The catalyst class is: 54. (2) Reactant: [CH2:1]([NH:17][S:18]([C:21]1[CH:26]=[CH:25][C:24]([O:27][CH3:28])=[C:23]([O:29][CH3:30])[CH:22]=1)(=[O:20])=[O:19])[CH2:2][NH:3][S:4]([C:7]1[CH:12]=[CH:11][C:10]([O:13][CH3:14])=[C:9]([O:15][CH3:16])[CH:8]=1)(=[O:6])=[O:5].C[O:32][C:33]1[CH:34]=C(S(Cl)(=O)=O)C=C[C:38]=1OC.C(NCCNC(C)C)(C)C.NCCN. Product: [CH3:16][O:15][C:9]1[CH:8]=[C:7]([S:4]([N:3]2[CH2:34][C:33](=[O:32])[CH2:38][N:17]([S:18]([C:21]3[CH:26]=[CH:25][C:24]([O:27][CH3:28])=[C:23]([O:29][CH3:30])[CH:22]=3)(=[O:20])=[O:19])[CH2:1][CH2:2]2)(=[O:6])=[O:5])[CH:12]=[CH:11][C:10]=1[O:13][CH3:14]. The catalyst class is: 2. (3) Reactant: N[C:2]1[CH:11]=[CH:10][C:9]2[C:4](=[CH:5][CH:6]=[CH:7][CH:8]=2)[C:3]=1[OH:12].C([N:15](CC)CC)C.[C:20](O[C:20]([O:22][C:23]([CH3:26])([CH3:25])[CH3:24])=[O:21])([O:22][C:23]([CH3:26])([CH3:25])[CH3:24])=[O:21]. Product: [C:23]([O:22][C:20](=[O:21])[NH:15][C:10]1[C:9]2[C:4](=[CH:5][CH:6]=[CH:7][CH:8]=2)[C:3]([OH:12])=[CH:2][CH:11]=1)([CH3:26])([CH3:25])[CH3:24]. The catalyst class is: 7. (4) Reactant: [Br:1][C:2]1[CH:11]=[C:10]2[C:5]([CH:6]=[CH:7][C:8](=O)[NH:9]2)=[CH:4][N:3]=1.P(Cl)(Cl)([Cl:15])=O. Product: [Br:1][C:2]1[CH:11]=[C:10]2[C:5]([CH:6]=[CH:7][C:8]([Cl:15])=[N:9]2)=[CH:4][N:3]=1. The catalyst class is: 3. (5) The catalyst class is: 5. Reactant: [CH3:1][N:2]1[CH2:7][CH2:6][N:5]([C:8]2[CH:9]=[N:10][C:11]3[C:16]([CH:17]=2)=[CH:15][C:14]([S:18][C:19]2[N:23]4[CH:24]=[C:25]([C:28](=O)[CH3:29])[CH:26]=[CH:27][C:22]4=[N:21][N:20]=2)=[CH:13][CH:12]=3)[CH2:4][CH2:3]1.[NH2:31][O:32][CH2:33][CH2:34][OH:35].Cl. Product: [OH:35][CH2:34][CH2:33][O:32]/[N:31]=[C:28](/[C:25]1[CH:26]=[CH:27][C:22]2[N:23]([C:19]([S:18][C:14]3[CH:15]=[C:16]4[C:11](=[CH:12][CH:13]=3)[N:10]=[CH:9][C:8]([N:5]3[CH2:6][CH2:7][N:2]([CH3:1])[CH2:3][CH2:4]3)=[CH:17]4)=[N:20][N:21]=2)[CH:24]=1)\[CH3:29].